This data is from Full USPTO retrosynthesis dataset with 1.9M reactions from patents (1976-2016). The task is: Predict the reactants needed to synthesize the given product. (1) Given the product [Cl:13][C:14]([Cl:19])([Cl:18])[C:15](=[O:16])/[C:5](/[CH3:6])=[CH:4]/[O:3][CH2:1][CH3:2], predict the reactants needed to synthesize it. The reactants are: [CH2:1]([O:3]/[CH:4]=[CH:5]/[CH3:6])[CH3:2].N1C=CC=CC=1.[Cl:13][C:14]([Cl:19])([Cl:18])[C:15](Cl)=[O:16]. (2) Given the product [CH3:7][C:8]1[C:9]([N:14]([CH2:31][O:32][CH2:33][CH2:34][O:35][CH3:36])[S:15]([C:18]2[S:19][C:20]([CH3:38])=[CH:21][C:22]=2[C:23]2[CH:28]=[CH:27][C:26]([CH2:29][OH:30])=[CH:25][CH:24]=2)(=[O:17])=[O:16])=[N:10][O:11][C:12]=1[CH3:13], predict the reactants needed to synthesize it. The reactants are: [H-].[Al+3].[Li+].[H-].[H-].[H-].[CH3:7][C:8]1[C:9]([N:14]([CH2:31][O:32][CH2:33][CH2:34][O:35][CH3:36])[S:15]([C:18]2[S:19][CH:20]=[CH:21][C:22]=2[C:23]2[CH:28]=[CH:27][C:26]([CH:29]=[O:30])=[CH:25][CH:24]=2)(=[O:17])=[O:16])=[N:10][O:11][C:12]=1[CH3:13].O1CCC[CH2:38]1. (3) Given the product [Br:17][C:18]1[CH:19]=[CH:20][C:21]([C:24]2[O:14][C:13]([C:3]3[C:4]([C:7]4[CH:12]=[CH:11][CH:10]=[CH:9][CH:8]=4)=[N:5][O:6][C:2]=3[CH3:1])=[N:15][N:16]=2)=[N:22][CH:23]=1, predict the reactants needed to synthesize it. The reactants are: [CH3:1][C:2]1[O:6][N:5]=[C:4]([C:7]2[CH:12]=[CH:11][CH:10]=[CH:9][CH:8]=2)[C:3]=1[C:13]([NH:15][NH2:16])=[O:14].[Br:17][C:18]1[CH:19]=[CH:20][C:21]([C:24](O)=O)=[N:22][CH:23]=1. (4) Given the product [CH3:19][CH:7]([C:2](=[O:3])[CH3:1])[C:8]([NH:10][CH2:11][CH2:12][C:13]1[CH:18]=[CH:17][CH:16]=[CH:15][CH:14]=1)=[O:9], predict the reactants needed to synthesize it. The reactants are: [CH3:1][C:2]1([CH:7]([CH3:19])[C:8]([NH:10][CH2:11][CH2:12][C:13]2[CH:18]=[CH:17][CH:16]=[CH:15][CH:14]=2)=[O:9])OCC[O:3]1.O.C1(C)C=CC(S(O)(=O)=O)=CC=1.O.C(=O)([O-])[O-].[Na+].[Na+]. (5) Given the product [F:16][C:12]([F:17])([CH:13]([F:14])[F:15])[CH2:11][O:10][C:7]1[CH:6]=[CH:5][C:4]([NH2:1])=[CH:9][CH:8]=1, predict the reactants needed to synthesize it. The reactants are: [N+:1]([C:4]1[CH:9]=[CH:8][C:7]([O:10][CH2:11][C:12]([F:17])([F:16])[CH:13]([F:15])[F:14])=[CH:6][CH:5]=1)([O-])=O. (6) Given the product [CH3:18][O:17][C@@H:5]([CH2:6][C:7]1[CH:8]=[CH:9][C:10]([C:13]#[C:14][CH2:15][O:20][C:21]2[CH:22]=[C:23]3[C:28](=[CH:29][CH:30]=2)[O:27][C:26]([C:31]2[CH:36]=[CH:35][CH:34]=[CH:33][CH:32]=2)=[CH:25][C:24]3=[O:37])=[CH:11][CH:12]=1)[C:4]([OH:3])=[O:19], predict the reactants needed to synthesize it. The reactants are: C([O:3][C:4](=[O:19])[C@@H:5]([O:17][CH3:18])[CH2:6][C:7]1[CH:12]=[CH:11][C:10]([C:13]#[C:14][CH2:15]Cl)=[CH:9][CH:8]=1)C.[OH:20][C:21]1[CH:22]=[C:23]2[C:28](=[CH:29][CH:30]=1)[O:27][C:26]([C:31]1[CH:36]=[CH:35][CH:34]=[CH:33][CH:32]=1)=[CH:25][C:24]2=[O:37].